From a dataset of Reaction yield outcomes from USPTO patents with 853,638 reactions. Predict the reaction yield, written as a fraction of the theoretical maximum amount of product (1.0 means a 100% yield; for example, 0.34 means a 34% yield). (1) The reactants are [CH2:1]([NH:3][C:4](=[O:24])[NH:5][C:6]1[CH:16]=[C:15]([NH:17][C:18]2[CH:19]=[N:20][CH:21]=[CH:22][CH:23]=2)[C:9]([C:10]([O:12]CC)=O)=[CH:8][N:7]=1)[CH3:2].[NH2:25][C:26]1[CH:31]=[CH:30][CH:29]=[CH:28][CH:27]=1.C[Al](C)C. The catalyst is C1COCC1. The product is [CH2:1]([NH:3][C:4](=[O:24])[NH:5][C:6]1[CH:16]=[C:15]([NH:17][C:18]2[CH:19]=[N:20][CH:21]=[CH:22][CH:23]=2)[C:9]([C:10]([NH:25][C:26]2[CH:31]=[CH:30][CH:29]=[CH:28][CH:27]=2)=[O:12])=[CH:8][N:7]=1)[CH3:2]. The yield is 0.410. (2) The reactants are [Cl:1][C:2]1[C:7]([N+:8]([O-])=O)=[CH:6][CH:5]=[C:4]([C:11]2[CH:16]=[CH:15][CH:14]=[CH:13][CH:12]=2)[N:3]=1.[CH:17]([Mg]Br)=[CH2:18].[NH4+].[Cl-]. The catalyst is C1COCC1. The product is [Cl:1][C:2]1[N:3]=[C:4]([C:11]2[CH:16]=[CH:15][CH:14]=[CH:13][CH:12]=2)[CH:5]=[C:6]2[CH:18]=[CH:17][NH:8][C:7]=12. The yield is 0.330. (3) The reactants are C[O:2][C:3]1[CH:19]=[CH:18][C:6]2[CH2:7][C@@H:8]([CH2:13][C:14]([O:16][CH3:17])=[O:15])[C:9](=[O:12])[NH:10][CH2:11][C:5]=2[CH:4]=1.B(Br)(Br)Br.CO. The catalyst is C(Cl)(Cl)Cl.O.CO. The product is [OH:2][C:3]1[CH:19]=[CH:18][C:6]2[CH2:7][C@@H:8]([CH2:13][C:14]([O:16][CH3:17])=[O:15])[C:9](=[O:12])[NH:10][CH2:11][C:5]=2[CH:4]=1. The yield is 0.680. (4) The reactants are [Cl:1][C:2]1[CH:7]=[CH:6][C:5]([C:8]2[CH:9]=[CH:10][C:11]([N+:15]([O-])=O)=[C:12]([CH:14]=2)[NH2:13])=[CH:4][CH:3]=1.Cl.C(=O)(O)[O-].[Na+]. The catalyst is C(O)C.O.[Zn]. The product is [Cl:1][C:2]1[CH:3]=[CH:4][C:5]([C:8]2[CH:14]=[C:12]([NH2:13])[C:11]([NH2:15])=[CH:10][CH:9]=2)=[CH:6][CH:7]=1. The yield is 0.760. (5) The reactants are [Si:1]([O:8][CH:9]1[CH2:14][CH2:13][CH:12]([C:15]([O:17]CC)=O)[CH2:11][CH2:10]1)([C:4]([CH3:7])([CH3:6])[CH3:5])([CH3:3])[CH3:2].Cl.[CH3:21][NH:22][O:23][CH3:24].C([Mg]Cl)(C)C.[Cl-].[NH4+]. The catalyst is C1COCC1.C(OCC)(=O)C. The product is [Si:1]([O:8][CH:9]1[CH2:10][CH2:11][CH:12]([C:15]([N:22]([O:23][CH3:24])[CH3:21])=[O:17])[CH2:13][CH2:14]1)([C:4]([CH3:5])([CH3:6])[CH3:7])([CH3:2])[CH3:3]. The yield is 1.00.